This data is from Forward reaction prediction with 1.9M reactions from USPTO patents (1976-2016). The task is: Predict the product of the given reaction. Given the reactants [ClH:1].Cl.[CH3:3][C:4]1[N:5]=[C:6]([NH:9][C:10]2[N:15]=[CH:14][C:13]([S:16][CH2:17][C:18]3[C:23]([OH:24])=[CH:22][CH:21]=[CH:20][N:19]=3)=[CH:12][C:11]=2[O:25][C:26]2[CH:31]=[CH:30][CH:29]=[CH:28][CH:27]=2)[S:7][CH:8]=1.[H-].[Na+].[CH3:34]I, predict the reaction product. The product is: [ClH:1].[CH3:34][O:24][C:23]1[C:18]([CH2:17][S:16][C:13]2[CH:12]=[C:11]([O:25][C:26]3[CH:31]=[CH:30][CH:29]=[CH:28][CH:27]=3)[C:10]([NH:9][C:6]3[S:7][CH:8]=[C:4]([CH3:3])[N:5]=3)=[N:15][CH:14]=2)=[N:19][CH:20]=[CH:21][CH:22]=1.